Dataset: Full USPTO retrosynthesis dataset with 1.9M reactions from patents (1976-2016). Task: Predict the reactants needed to synthesize the given product. Given the product [CH3:10][C:6]1[N:7]=[C:8]([NH:42][C:18]([C:20]2[N:21]=[C:22]([CH2:32][CH2:33][CH3:34])[S:23][C:24]=2[NH:25][C:26]2[CH:27]=[N:28][CH:29]=[CH:30][CH:31]=2)=[O:19])[CH:12]=[CH:13][CH:14]=1, predict the reactants needed to synthesize it. The reactants are: C(OC([C:6]1[N:7]=[C:8]([CH2:12][CH2:13][CH3:14])S[C:10]=1N)=O)C.C(O[C:18]([C:20]1[N:21]=[C:22]([CH2:32][CH2:33][CH3:34])[S:23][C:24]=1[NH:25][C:26]1[CH:27]=[N:28][CH:29]=[CH:30][CH:31]=1)=[O:19])C.C(C1SC(NC2C=NC=CC=2)=C(C(O)=O)[N:42]=1)CC.